Task: Predict the reaction yield, written as a fraction of the theoretical maximum amount of product (1.0 means a 100% yield; for example, 0.34 means a 34% yield).. Dataset: Reaction yield outcomes from USPTO patents with 853,638 reactions (1) The reactants are [C:1]([O:4][CH2:5][C:6]1[CH:11]=[C:10]([N:12]([C:23]([O:25][C:26]([CH3:29])([CH3:28])[CH3:27])=[O:24])[C:13]2[CH:18]=[CH:17][C:16]([C:19]#[N:20])=[C:15]([O:21][CH3:22])[N:14]=2)[CH:9]=[CH:8][C:7]=1Br)(=[O:3])[CH3:2].C([O-])(=O)C.[K+].[B:36]1([B:36]2[O:40][C:39]([CH3:42])([CH3:41])[C:38]([CH3:44])([CH3:43])[O:37]2)[O:40][C:39]([CH3:42])([CH3:41])[C:38]([CH3:44])([CH3:43])[O:37]1. The catalyst is O1CCOCC1.C1(P(C2C=CC=CC=2)[C-]2C=CC=C2)C=CC=CC=1.[C-]1(P(C2C=CC=CC=2)C2C=CC=CC=2)C=CC=C1.[Fe+2].Cl[Pd]Cl. The product is [C:1]([O:4][CH2:5][C:6]1[CH:11]=[C:10]([N:12]([C:23]([O:25][C:26]([CH3:29])([CH3:28])[CH3:27])=[O:24])[C:13]2[CH:18]=[CH:17][C:16]([C:19]#[N:20])=[C:15]([O:21][CH3:22])[N:14]=2)[CH:9]=[CH:8][C:7]=1[B:36]1[O:40][C:39]([CH3:42])([CH3:41])[C:38]([CH3:44])([CH3:43])[O:37]1)(=[O:3])[CH3:2]. The yield is 0.910. (2) The yield is 0.930. The reactants are Cl([O-])=O.[Na+].P([O-])(O)(O)=[O:6].[Na+].CC(=CC)C.[C:16]([O:20][C:21](=[O:35])[N:22]([CH2:24][CH2:25][O:26][C:27]1[CH:32]=[CH:31][CH:30]=[CH:29][C:28]=1[CH:33]=[O:34])[CH3:23])([CH3:19])([CH3:18])[CH3:17]. The catalyst is O.O1CCOCC1. The product is [C:16]([O:20][C:21]([N:22]([CH3:23])[CH2:24][CH2:25][O:26][C:27]1[CH:32]=[CH:31][CH:30]=[CH:29][C:28]=1[C:33]([OH:6])=[O:34])=[O:35])([CH3:19])([CH3:17])[CH3:18]. (3) The reactants are [CH3:1][O:2][C:3]1[N:8]=[CH:7][C:6]([CH2:9][C:10]2[C:11](=[O:20])[N:12]=[C:13]([NH:16][N+]([O-])=O)[NH:14][CH:15]=2)=[CH:5][N:4]=1.[Cl:21][C:22]1[CH:27]=[CH:26][C:25]([O:28][C:29]2[CH:34]=[CH:33][C:32]([CH2:35][CH2:36]N)=[CH:31][CH:30]=2)=[CH:24][C:23]=1[C:38]([F:41])([F:40])[F:39]. The catalyst is C(O)C. The product is [Cl:21][C:22]1[CH:27]=[CH:26][C:25]([O:28][C:29]2[CH:30]=[CH:31][C:32]([CH2:35][CH2:36][NH:16][C:13]3[NH:14][CH:15]=[C:10]([CH2:9][C:6]4[CH:5]=[N:4][C:3]([O:2][CH3:1])=[N:8][CH:7]=4)[C:11](=[O:20])[N:12]=3)=[CH:33][CH:34]=2)=[CH:24][C:23]=1[C:38]([F:39])([F:40])[F:41]. The yield is 0.356. (4) The reactants are [CH2:1]1[CH:5]2[CH2:6][NH:7][CH2:8][CH:4]2[CH2:3][N:2]1[C:9]1[CH:14]=[C:13]([O:15][CH3:16])[N:12]=[C:11]([N:17]([CH3:19])[CH3:18])[N:10]=1.[N:20]1[N:21]([C:25]2[CH:33]=[CH:32][CH:31]=[CH:30][C:26]=2[C:27](O)=[O:28])[N:22]=[CH:23][CH:24]=1.CN(C(ON1N=NC2C=CC=NC1=2)=[N+](C)C)C.F[P-](F)(F)(F)(F)F.CCN(C(C)C)C(C)C. The catalyst is C(OCC)(=O)C.CN(C=O)C. The product is [CH3:16][O:15][C:13]1[CH:14]=[C:9]([N:2]2[CH2:3][CH:4]3[CH:5]([CH2:6][N:7]([C:27]([C:26]4[CH:30]=[CH:31][CH:32]=[CH:33][C:25]=4[N:21]4[N:22]=[CH:23][CH:24]=[N:20]4)=[O:28])[CH2:8]3)[CH2:1]2)[N:10]=[C:11]([N:17]([CH3:18])[CH3:19])[N:12]=1. The yield is 0.475.